This data is from Reaction yield outcomes from USPTO patents with 853,638 reactions. The task is: Predict the reaction yield, written as a fraction of the theoretical maximum amount of product (1.0 means a 100% yield; for example, 0.34 means a 34% yield). (1) The reactants are C1COCC1.O.[C:7]([C:11]1[CH:16]=[C:15]([C:17]([CH3:20])([CH3:19])[CH3:18])[C:14](=[O:21])[C:13](=[O:22])[C:12]=1[N+:23]([O-:25])=[O:24])([CH3:10])([CH3:9])[CH3:8].[O-]S(S([O-])=O)=O.[Na+].[Na+]. The catalyst is CCOC(C)=O. The product is [C:7]([C:11]1[C:12]([N+:23]([O-:25])=[O:24])=[C:13]([OH:22])[C:14]([OH:21])=[C:15]([C:17]([CH3:18])([CH3:19])[CH3:20])[CH:16]=1)([CH3:8])([CH3:9])[CH3:10]. The yield is 0.740. (2) The reactants are [C:1]([O:5][C:6]([N:8]([C:43]([O:45][C:46]([CH3:49])([CH3:48])[CH3:47])=[O:44])[C:9]1[C:10]([C:22]2[O:26][C:25]([C:27]3[CH:32]=[CH:31][C:30]([CH2:33][N:34]([CH3:42])[C:35](=[O:41])[O:36][C:37]([CH3:40])([CH3:39])[CH3:38])=[CH:29][CH:28]=3)=[N:24][N:23]=2)=[N:11][C:12]([C:15]2[CH2:20][CH2:19][C:18](=[O:21])[CH2:17][CH:16]=2)=[CH:13][N:14]=1)=[O:7])([CH3:4])([CH3:3])[CH3:2].[BH4-].[Na+]. The catalyst is CO. The product is [C:46]([O:45][C:43]([N:8]([C:6]([O:5][C:1]([CH3:4])([CH3:3])[CH3:2])=[O:7])[C:9]1[C:10]([C:22]2[O:26][C:25]([C:27]3[CH:32]=[CH:31][C:30]([CH2:33][N:34]([CH3:42])[C:35](=[O:41])[O:36][C:37]([CH3:38])([CH3:39])[CH3:40])=[CH:29][CH:28]=3)=[N:24][N:23]=2)=[N:11][C:12]([C:15]2[CH2:20][CH2:19][CH:18]([OH:21])[CH2:17][CH:16]=2)=[CH:13][N:14]=1)=[O:44])([CH3:47])([CH3:48])[CH3:49]. The yield is 0.410. (3) The reactants are [C:1]([C:5]1[O:6][C:7]2[C:13]([S:14](Cl)(=[O:16])=[O:15])=[C:12]([Cl:18])[CH:11]=[CH:10][C:8]=2[N:9]=1)([CH3:4])([CH3:3])[CH3:2].CCN(CC)CC.[C:26]([N:33]1[CH2:38][CH2:37][NH:36][CH2:35][CH2:34]1)([O:28][C:29]([CH3:32])([CH3:31])[CH3:30])=[O:27].O. The catalyst is C1COCC1. The product is [C:29]([O:28][C:26]([N:33]1[CH2:38][CH2:37][NH:36][CH2:35][CH:34]1[S:14]([C:13]1[C:7]2[O:6][C:5]([C:1]([CH3:4])([CH3:3])[CH3:2])=[N:9][C:8]=2[CH:10]=[CH:11][C:12]=1[Cl:18])(=[O:16])=[O:15])=[O:27])([CH3:32])([CH3:30])[CH3:31]. The yield is 0.910. (4) The product is [CH2:15]([O:14][C:12](=[O:13])[NH:11][C@H:10]1[C@@H:7]([CH2:6][N:34]2[CH:39]=[CH:38][CH:37]=[CH:36][C:35]2=[O:40])[N:8]([CH2:23][C:24]2[CH:29]=[CH:28][C:27]([O:30][CH3:31])=[CH:26][C:25]=2[O:32][CH3:33])[C:9]1=[O:22])[C:16]1[CH:17]=[CH:18][CH:19]=[CH:20][CH:21]=1. The catalyst is CN(C=O)C.CCOC(C)=O. The yield is 0.350. The reactants are CS(O[CH2:6][C@@H:7]1[C@H:10]([NH:11][C:12]([O:14][CH2:15][C:16]2[CH:21]=[CH:20][CH:19]=[CH:18][CH:17]=2)=[O:13])[C:9](=[O:22])[N:8]1[CH2:23][C:24]1[CH:29]=[CH:28][C:27]([O:30][CH3:31])=[CH:26][C:25]=1[O:32][CH3:33])(=O)=O.[NH:34]1[CH:39]=[CH:38][CH:37]=[CH:36][C:35]1=[O:40].C([O-])([O-])=O.[K+].[K+].[Na+].[I-]. (5) The reactants are [NH2:1][CH:2]1[CH2:7][CH2:6][N:5]([CH2:8][CH2:9][N:10]2[C:19]3[C:14](=[CH:15][CH:16]=[C:17]([O:20][CH3:21])[CH:18]=3)[N:13]=[CH:12][C:11]2=[O:22])[CH2:4][CH2:3]1.[O:23]1[C:27]2=[CH:28][N:29]=[C:30]([CH:32]=O)[CH:31]=[C:26]2[CH2:25][CH2:24]1.C(O[BH-](OC(=O)C)OC(=O)C)(=O)C.[Na+].C(O[BH3-])(=O)C.C(=O)(O)[O-].[Na+].C(Cl)(Cl)[Cl:59]. The catalyst is CO. The product is [ClH:59].[ClH:59].[O:23]1[C:27]2=[CH:28][N:29]=[C:30]([CH2:32][NH:1][CH:2]3[CH2:3][CH2:4][N:5]([CH2:8][CH2:9][N:10]4[C:19]5[C:14](=[CH:15][CH:16]=[C:17]([O:20][CH3:21])[CH:18]=5)[N:13]=[CH:12][C:11]4=[O:22])[CH2:6][CH2:7]3)[CH:31]=[C:26]2[CH2:25][CH2:24]1. The yield is 0.760. (6) The product is [CH3:11][P:12]([C:2]1[CH:3]=[CH:4][C:5]([O:9][CH3:10])=[C:6]([CH:8]=1)[NH2:7])([CH3:13])=[O:14]. The catalyst is CN(C=O)C.C([O-])(=O)C.[Pd+2].C([O-])(=O)C.CC1(C)C2C(=C(P(C3C=CC=CC=3)C3C=CC=CC=3)C=CC=2)OC2C(P(C3C=CC=CC=3)C3C=CC=CC=3)=CC=CC1=2. The reactants are Br[C:2]1[CH:3]=[CH:4][C:5]([O:9][CH3:10])=[C:6]([CH:8]=1)[NH2:7].[CH3:11][PH:12](=[O:14])[CH3:13].P([O-])([O-])([O-])=O.[K+].[K+].[K+]. The yield is 0.850. (7) The reactants are [OH-].[Na+].C([NH:6][C:7]1[S:11][C:10]2[C:12]([O:23][CH2:24][CH2:25][N:26]([CH2:29][CH3:30])[CH2:27][CH3:28])=[C:13]([C:16]3[CH:21]=[CH:20][C:19]([OH:22])=[CH:18][CH:17]=3)[CH:14]=[CH:15][C:9]=2[C:8]=1[C:31]([O:33][CH2:34][CH3:35])=[O:32])(=O)C. The catalyst is C1COCC1.CO. The product is [NH2:6][C:7]1[S:11][C:10]2[C:12]([O:23][CH2:24][CH2:25][N:26]([CH2:27][CH3:28])[CH2:29][CH3:30])=[C:13]([C:16]3[CH:17]=[CH:18][C:19]([OH:22])=[CH:20][CH:21]=3)[CH:14]=[CH:15][C:9]=2[C:8]=1[C:31]([O:33][CH2:34][CH3:35])=[O:32]. The yield is 0.950. (8) The reactants are Br[C:2]1[CH:3]=[C:4]([C:16]([O:18][CH3:19])=[O:17])[CH:5]=[C:6]2[C:11]=1[O:10][C:9]([S:12][CH2:13][CH3:14])=[CH:8][C:7]2=[O:15].[F:20][C:21]1[CH:22]=[C:23]([CH:25]=[C:26]([F:28])[CH:27]=1)[NH2:24].[CH3:29][C:30](N(C)C)=O. The catalyst is O.C(OCC)(=O)C. The product is [F:20][C:21]1[CH:22]=[C:23]([NH:24][CH:29]([C:2]2[CH:3]=[C:4]([C:16]([O:18][CH3:19])=[O:17])[CH:5]=[C:6]3[C:11]=2[O:10][C:9]([S:12][CH2:13][CH3:14])=[CH:8][C:7]3=[O:15])[CH3:30])[CH:25]=[C:26]([F:28])[CH:27]=1. The yield is 0.570.